The task is: Predict the product of the given reaction.. This data is from Forward reaction prediction with 1.9M reactions from USPTO patents (1976-2016). (1) Given the reactants [NH:1]1[C:9]2[C:4](=[CH:5][CH:6]=[CH:7][CH:8]=2)[C:3](/[CH:10]=[CH:11]/[C:12]2[CH:20]=[CH:19][C:15]([C:16]([OH:18])=O)=[CH:14][CH:13]=2)=[N:2]1.C(OC([N:28]1[CH2:33][CH2:32][CH:31]([NH2:34])[CH2:30][CH2:29]1)=O)(C)(C)C.O.ON1C2C=CC=CC=2N=N1.[ClH:46].C(N=C=NCCCN(C)C)C.CN1CCOCC1.Cl.CO, predict the reaction product. The product is: [ClH:46].[ClH:46].[NH:1]1[C:9]2[C:4](=[CH:5][CH:6]=[CH:7][CH:8]=2)[C:3](/[CH:10]=[CH:11]/[C:12]2[CH:13]=[CH:14][C:15]([C:16]([NH:34][CH:31]3[CH2:32][CH2:33][NH:28][CH2:29][CH2:30]3)=[O:18])=[CH:19][CH:20]=2)=[N:2]1. (2) Given the reactants [N:1]1[N:9]2[C:4]([N:5]=[C:6]3[CH2:15][CH2:14][CH2:13]CC[C:7]3=[C:8]2[OH:10])=[CH:3][CH:2]=1.COC(C1CCCC1=O)=O.N1NC(N)=CC=1, predict the reaction product. The product is: [N:1]1[N:9]2[C:4]([N:5]=[C:6]3[C:7](=[C:8]2[OH:10])[CH2:13][CH2:14][CH2:15]3)=[CH:3][CH:2]=1. (3) Given the reactants Cl.[CH3:2][O:3][C:4](=[O:8])[CH2:5][NH:6][CH3:7].[C:9](=O)([O-])[O-].[K+].[K+].[N+]([N:18]1[CH:26]=[C:25]2[C:20]([CH:21]=[CH:22][C:23]([N+:27]([O-:29])=[O:28])=[CH:24]2)=[N:19]1)([O-])=O, predict the reaction product. The product is: [CH2:2]([O:3][C:4](=[O:8])[CH2:5][N:6]([CH3:7])[C:26]1[C:25]2[C:20](=[CH:21][CH:22]=[C:23]([N+:27]([O-:29])=[O:28])[CH:24]=2)[NH:19][N:18]=1)[CH3:9]. (4) Given the reactants [Cl:1][C:2]1[CH:3]=[C:4]2[C:9](=[CH:10][C:11]=1[O:12][CH2:13][CH:14]1[CH2:17][C:16]([F:19])([F:18])[CH2:15]1)[NH:8][C:7](=[O:20])[C:6](/[CH:21]=[N:22]/[S:23]([C:25]([CH3:28])([CH3:27])[CH3:26])=[O:24])=[CH:5]2.[CH2:29](Cl)Cl.C[Mg]Br.O, predict the reaction product. The product is: [Cl:1][C:2]1[CH:3]=[C:4]2[C:9](=[CH:10][C:11]=1[O:12][CH2:13][CH:14]1[CH2:17][C:16]([F:18])([F:19])[CH2:15]1)[NH:8][C:7](=[O:20])[C:6]([CH:21]([NH:22][S:23]([C:25]([CH3:28])([CH3:27])[CH3:26])=[O:24])[CH3:29])=[CH:5]2. (5) Given the reactants [Br:1][C:2]1[C:3](Cl)=[C:4]([Cl:9])[C:5]([NH2:8])=[N:6][CH:7]=1.C(OC([N:18]1[CH2:29][CH2:28][C:21]2([NH:26][CH2:25][CH2:24][NH:23][C:22]2=[O:27])[CH2:20][CH2:19]1)=O)(C)(C)C.[F-].[K+].C(N(CC)CC)C, predict the reaction product. The product is: [NH2:8][C:5]1[C:4]([Cl:9])=[C:3]([N:18]2[CH2:19][CH2:20][C:21]3([NH:26][CH2:25][CH2:24][NH:23][C:22]3=[O:27])[CH2:28][CH2:29]2)[C:2]([Br:1])=[CH:7][N:6]=1. (6) Given the reactants [CH3:1][O:2][CH:3]([O:23][CH3:24])[C:4]1[CH:5]=[C:6]2[C:10](=[CH:11][CH:12]=1)[N:9]([S:13]([C:16]1[CH:21]=[CH:20][C:19]([CH3:22])=[CH:18][CH:17]=1)(=[O:15])=[O:14])[CH:8]=[CH:7]2.C([Li])CCC.CN(C)[CH:32]=[O:33].O, predict the reaction product. The product is: [CH3:1][O:2][CH:3]([O:23][CH3:24])[C:4]1[CH:5]=[C:6]2[C:10](=[CH:11][CH:12]=1)[N:9]([S:13]([C:16]1[CH:21]=[CH:20][C:19]([CH3:22])=[CH:18][CH:17]=1)(=[O:15])=[O:14])[C:8]([CH:32]=[O:33])=[CH:7]2. (7) Given the reactants Cl[C:2]1[C:7]([C:8]#[N:9])=[C:6](Cl)[N:5]=[CH:4][N:3]=1.[F:11][C:12]1[CH:18]=[CH:17][C:16]([F:19])=[CH:15][C:13]=1[NH2:14].C([O-])([O-])=O.[K+].[K+].[CH:26]([C:29]1[N:33]=[C:32]([CH:34]2[CH2:39][CH2:38][NH:37][CH2:36][CH2:35]2)[O:31][N:30]=1)([CH3:28])[CH3:27], predict the reaction product. The product is: [F:11][C:12]1[CH:18]=[CH:17][C:16]([F:19])=[CH:15][C:13]=1[NH:14][C:2]1[C:7]([C:8]#[N:9])=[C:6]([N:37]2[CH2:36][CH2:35][CH:34]([C:32]3[O:31][N:30]=[C:29]([CH:26]([CH3:28])[CH3:27])[N:33]=3)[CH2:39][CH2:38]2)[N:5]=[CH:4][N:3]=1. (8) The product is: [ClH:13].[CH3:20][C:17]1[S:18][CH:19]=[C:15]([CH2:14][O:1][NH2:2])[N:16]=1. Given the reactants [OH:1][N:2]1C(=O)C2=CC=CC=C2C1=O.[Cl:13][CH2:14][C:15]1[N:16]=[C:17]([CH3:20])[S:18][CH:19]=1.C(N(CC)CC)C, predict the reaction product. (9) Given the reactants [NH2:1][C:2]([CH3:20])([CH2:5][N:6]1[N:10]=[C:9]2[CH:11]=[CH:12][C:13]([O:15][C:16]([F:19])([F:18])[F:17])=[CH:14][C:8]2=[N:7]1)[C:3]#[N:4].[F:21][C:22]([F:33])([F:32])[C:23]1[CH:31]=[CH:30][C:26]([C:27](Cl)=[S:28])=[CH:25][CH:24]=1, predict the reaction product. The product is: [C:3]([C:2]([NH:1][C:27](=[S:28])[C:26]1[CH:25]=[CH:24][C:23]([C:22]([F:21])([F:32])[F:33])=[CH:31][CH:30]=1)([CH3:20])[CH2:5][N:6]1[N:10]=[C:9]2[CH:11]=[CH:12][C:13]([O:15][C:16]([F:17])([F:18])[F:19])=[CH:14][C:8]2=[N:7]1)#[N:4]. (10) Given the reactants N1C2C(=C(N3CCN(C(C4CCC5C(=CC=CC=5)N4)=O)CC3)C=CC=2)C=C1.[CH3:28][C:29]1[CH:30]=[C:31]2[C:36](=[CH:37][CH:38]=1)[N:35]=[C:34]([C:39]([OH:41])=O)[CH:33]=[CH:32]2.[F:42][C:43]1[CH:48]=[CH:47][C:46]([N:49]2[CH2:54][CH2:53][NH:52][CH2:51][CH2:50]2)=[C:45]([O:55][CH3:56])[CH:44]=1, predict the reaction product. The product is: [F:42][C:43]1[CH:48]=[CH:47][C:46]([N:49]2[CH2:50][CH2:51][N:52]([C:39]([CH:34]3[CH2:33][CH2:32][C:31]4[C:36](=[CH:37][CH:38]=[C:29]([CH3:28])[CH:30]=4)[NH:35]3)=[O:41])[CH2:53][CH2:54]2)=[C:45]([O:55][CH3:56])[CH:44]=1.